The task is: Predict the product of the given reaction.. This data is from Forward reaction prediction with 1.9M reactions from USPTO patents (1976-2016). (1) Given the reactants C(#N)C.[SH:4][C:5]1[N:9]([CH3:10])[N:8]=[N:7][N:6]=1.[CH2:11]1[CH2:17][S:14](=[O:16])(=[O:15])[O:13][CH2:12]1.C(Cl)(Cl)Cl, predict the reaction product. The product is: [CH3:10][N:9]1[C:5]([S:4][CH2:12][CH2:11][CH2:17][S:14]([OH:16])(=[O:15])=[O:13])=[N:6][N:7]=[N:8]1. (2) Given the reactants [NH:1](C(OCC1C2C(=CC=CC=2)C2C1=CC=CC=2)=O)[C@H:2]([C:12]([NH:14][C:15]1[CH:24]=[C:23]2[C:18]([C:19]([CH3:26])=[CH:20][C:21](=[O:25])[O:22]2)=[CH:17][CH:16]=1)=[O:13])[CH2:3][CH2:4][C:5](=[O:11])[O:6][C:7]([CH3:10])([CH3:9])[CH3:8].C(S)CCCCCCC.C1CCN2C(=NCCC2)CC1, predict the reaction product. The product is: [NH2:1][C@H:2]([C:12]([NH:14][C:15]1[CH:24]=[C:23]2[C:18]([C:19]([CH3:26])=[CH:20][C:21](=[O:25])[O:22]2)=[CH:17][CH:16]=1)=[O:13])[CH2:3][CH2:4][C:5](=[O:11])[O:6][C:7]([CH3:10])([CH3:8])[CH3:9]. (3) Given the reactants [CH2:1]([O:3][C:4]([C:6]1[S:10][C:9]([NH:11][C:12]2[CH:17]=[C:16]([O:18][CH2:19][C:20]3[CH:25]=[CH:24][CH:23]=[CH:22][CH:21]=3)[CH:15]=[CH:14][C:13]=2[NH2:26])=[N:8][C:7]=1[C:27]1[CH:32]=[CH:31][CH:30]=[C:29]([Cl:33])[CH:28]=1)=[O:5])[CH3:2].[CH:34](OCC)(OCC)OCC, predict the reaction product. The product is: [CH2:1]([O:3][C:4]([C:6]1[S:10][C:9]([N:11]2[C:12]3[CH:17]=[C:16]([O:18][CH2:19][C:20]4[CH:25]=[CH:24][CH:23]=[CH:22][CH:21]=4)[CH:15]=[CH:14][C:13]=3[N:26]=[CH:34]2)=[N:8][C:7]=1[C:27]1[CH:32]=[CH:31][CH:30]=[C:29]([Cl:33])[CH:28]=1)=[O:5])[CH3:2]. (4) Given the reactants [Cr](O[Cr]([O-])(=O)=O)([O-])(=O)=O.[NH+]1C=CC=CC=1.[NH+]1C=CC=CC=1.[Br:22][C:23]1[CH:24]=[C:25]([CH:30]([OH:32])[CH3:31])[C:26]([F:29])=[N:27][CH:28]=1, predict the reaction product. The product is: [Br:22][C:23]1[CH:24]=[C:25]([C:30](=[O:32])[CH3:31])[C:26]([F:29])=[N:27][CH:28]=1. (5) Given the reactants [CH2:1]([C:3]1[CH:8]=[CH:7][CH:6]=[C:5]([CH2:9][CH3:10])[C:4]=1[NH:11][C:12]([C:14]1[C:18]2[CH2:19][CH2:20][C:21]3[CH:22]=[N:23][C:24]([NH:27][C:28]4[CH:33]=[CH:32][C:31]([CH:34]=O)=[CH:30][C:29]=4[O:36][CH3:37])=[N:25][C:26]=3[C:17]=2[N:16]([CH3:38])[N:15]=1)=[O:13])[CH3:2].[CH3:39][N:40]1[CH2:45][CH2:44][NH:43][CH2:42][CH2:41]1.[BH-](OC(C)=O)(OC(C)=O)OC(C)=O.[Na+].CC(O)=O, predict the reaction product. The product is: [CH2:1]([C:3]1[CH:8]=[CH:7][CH:6]=[C:5]([CH2:9][CH3:10])[C:4]=1[NH:11][C:12]([C:14]1[C:18]2[CH2:19][CH2:20][C:21]3[CH:22]=[N:23][C:24]([NH:27][C:28]4[CH:33]=[CH:32][C:31]([CH2:34][N:43]5[CH2:44][CH2:45][N:40]([CH3:39])[CH2:41][CH2:42]5)=[CH:30][C:29]=4[O:36][CH3:37])=[N:25][C:26]=3[C:17]=2[N:16]([CH3:38])[N:15]=1)=[O:13])[CH3:2]. (6) Given the reactants [Br:1][C:2]1[CH:3]=[CH:4][C:5]([CH2:8][OH:9])=[N:6][CH:7]=1.ClC1C=CC=C(C(OO)=[O:18])C=1, predict the reaction product. The product is: [Br:1][C:2]1[CH:3]=[CH:4][C:5]([CH2:8][OH:9])=[N+:6]([O-:18])[CH:7]=1. (7) Given the reactants N1C=[CH:5][CH:4]=[CH:3][C:2]=1[C:7]1[CH:12]=[CH:11][CH:10]=CN=1.[CH2:13]([O:15][C:16](=[O:21])[C:17](Br)(C)[CH3:18])C.C(OC)(=O)C=C.C(OC)(=O)C(C)=C, predict the reaction product. The product is: [C:16]([O:15][CH3:13])(=[O:21])[CH:17]=[CH2:18].[CH2:5]=[CH:4][C:3]1[CH:2]=[CH:7][CH:12]=[CH:11][CH:10]=1. (8) Given the reactants [F:1][C:2]1[CH:7]=[CH:6][C:5]([CH2:8][C:9]2[CH:18]=[C:17]3[C:12]([C:13]([OH:40])=[C:14]([C:35](OCC)=[O:36])[C:15](=[O:34])[N:16]3[CH2:19][CH2:20][CH2:21][N:22]([CH3:33])[C:23]([O:25][CH2:26][C:27]3[CH:32]=[CH:31][CH:30]=[CH:29][CH:28]=3)=[O:24])=[N:11][CH:10]=2)=[CH:4][CH:3]=1.[NH2:41][CH2:42][CH2:43][OH:44], predict the reaction product. The product is: [F:1][C:2]1[CH:7]=[CH:6][C:5]([CH2:8][C:9]2[CH:18]=[C:17]3[C:12]([C:13]([OH:40])=[C:14]([C:35]([NH:41][CH2:42][CH2:43][OH:44])=[O:36])[C:15](=[O:34])[N:16]3[CH2:19][CH2:20][CH2:21][N:22]([CH3:33])[C:23](=[O:24])[O:25][CH2:26][C:27]3[CH:28]=[CH:29][CH:30]=[CH:31][CH:32]=3)=[N:11][CH:10]=2)=[CH:4][CH:3]=1. (9) Given the reactants [F:1][C:2]1[C:3]([OH:13])=[C:4]([CH:8]=[CH:9][C:10]=1[O:11][CH3:12])[C:5]([OH:7])=[O:6].C1C(=O)N([Br:21])C(=O)C1, predict the reaction product. The product is: [Br:21][C:9]1[C:10]([O:11][CH3:12])=[C:2]([F:1])[C:3]([OH:13])=[C:4]([CH:8]=1)[C:5]([OH:7])=[O:6].